Dataset: Forward reaction prediction with 1.9M reactions from USPTO patents (1976-2016). Task: Predict the product of the given reaction. (1) The product is: [NH:1]1[C:5]2[CH:6]=[CH:7][C:8]([N:10]3[CH:22]([C:21]4[CH:24]=[CH:25][C:18]([N:15]5[CH2:16][CH2:17][C:12]([F:26])([F:11])[CH2:13][CH2:14]5)=[CH:19][CH:20]=4)[C:30](=[O:29])[CH2:32][C:33]3=[O:34])=[CH:9][C:4]=2[N:3]=[CH:2]1. Given the reactants [NH:1]1[C:5]2[CH:6]=[CH:7][C:8]([NH2:10])=[CH:9][C:4]=2[N:3]=[CH:2]1.[F:11][C:12]1([F:26])[CH2:17][CH2:16][N:15]([C:18]2[CH:25]=[CH:24][C:21]([CH:22]=O)=[CH:20][CH:19]=2)[CH2:14][CH2:13]1.C([O:29][C:30]([CH2:32][C:33](O)=[O:34])=O)C.C(=O)(OC)OC(C)(C)C[N+]#[C-].CC(C)([O-])C.[Na+], predict the reaction product. (2) The product is: [N:19]([C@@H:13]1[C@@H:12]([CH3:22])[O:11][C@H:6]([O:7][CH2:8][CH:9]=[CH2:10])[C@@H:5]([OH:4])[C@H:14]1[OH:15])=[N+:20]=[N-:21]. Given the reactants C([O:4][C@H:5]1[C@@H:14]([O:15]C(=O)C)[C@H:13]([N:19]=[N+:20]=[N-:21])[C@@H:12]([CH3:22])[O:11][C@@H:6]1[O:7][CH2:8][CH:9]=[CH2:10])(=O)C.C[O-].[Na+], predict the reaction product. (3) Given the reactants C([Li])CCC.[CH3:6][P:7](=[O:12])([O:10][CH3:11])[O:8][CH3:9].[C:13]([Si:17]([CH3:26])([CH3:25])[O:18][C@@H:19]([CH3:24])[C:20](OC)=[O:21])([CH3:16])([CH3:15])[CH3:14], predict the reaction product. The product is: [Si:17]([O:18][C@@H:19]([CH3:24])[C:20](=[O:21])[CH2:6][P:7](=[O:12])([O:10][CH3:11])[O:8][CH3:9])([C:13]([CH3:16])([CH3:15])[CH3:14])([CH3:26])[CH3:25]. (4) The product is: [CH2:19]([O:18][C:16](=[O:17])[CH2:15][C:7]1[C:6]2[C:10](=[CH:11][C:3]([O:2][CH3:1])=[CH:4][CH:5]=2)[CH:9]([OH:12])[C:8]=1[CH3:13])[CH3:20]. Given the reactants [CH3:1][O:2][C:3]1[CH:11]=[C:10]2[C:6]([CH2:7][CH:8]([CH3:13])[C:9]2=[O:12])=[CH:5][CH:4]=1.Br[CH2:15][C:16]([O:18][CH2:19][CH3:20])=[O:17].C1C=CC=CC=1.II, predict the reaction product. (5) The product is: [NH2:24][C:23]1[CH:22]=[CH:21][C:11]([CH2:12][CH:13]2[NH:19][C:18](=[O:20])[CH2:17][CH2:16][CH2:15][CH2:14]2)=[CH:10][C:9]=1[O:8][CH2:1][C:2]1[CH:3]=[CH:4][CH:5]=[CH:6][CH:7]=1. Given the reactants [CH2:1]([O:8][C:9]1[CH:10]=[C:11]([CH:21]=[CH:22][C:23]=1[N+:24]([O-])=O)[CH2:12][CH:13]1[NH:19][C:18](=[O:20])[CH2:17][CH2:16][CH2:15][CH2:14]1)[C:2]1[CH:7]=[CH:6][CH:5]=[CH:4][CH:3]=1.O.O.[Sn](Cl)Cl.O, predict the reaction product. (6) Given the reactants S(Cl)([Cl:3])=O.O[C:6]1[C:15]2[C:10](=[CH:11][CH:12]=[CH:13][CH:14]=2)[N:9]=[N:8][C:7]=1[C:16]([O:18][CH3:19])=[O:17], predict the reaction product. The product is: [Cl:3][C:6]1[C:15]2[C:10](=[CH:11][CH:12]=[CH:13][CH:14]=2)[N:9]=[N:8][C:7]=1[C:16]([O:18][CH3:19])=[O:17]. (7) Given the reactants C([O:8][C:9]1[C:18](=[O:19])[C:17]2[C:12](=[CH:13][CH:14]=[CH:15][CH:16]=2)[O:11][C:10]=1[C:20]1[CH:25]=[CH:24][C:23]([O:26][CH2:27][CH2:28][O:29][CH2:30][CH2:31][OH:32])=[CH:22][CH:21]=1)C1C=CC=CC=1, predict the reaction product. The product is: [OH:8][C:9]1[C:18](=[O:19])[C:17]2[C:12](=[CH:13][CH:14]=[CH:15][CH:16]=2)[O:11][C:10]=1[C:20]1[CH:25]=[CH:24][C:23]([O:26][CH2:27][CH2:28][O:29][CH2:30][CH2:31][OH:32])=[CH:22][CH:21]=1. (8) Given the reactants [Br:1][C:2]1[CH:3]=[C:4]([C:7]([OH:9])=[O:8])[S:5][CH:6]=1.S(=O)(=O)(O)O.O.[CH3:16]O, predict the reaction product. The product is: [Br:1][C:2]1[CH:3]=[C:4]([C:7]([O:9][CH3:16])=[O:8])[S:5][CH:6]=1.